This data is from Forward reaction prediction with 1.9M reactions from USPTO patents (1976-2016). The task is: Predict the product of the given reaction. (1) The product is: [CH2:1]([O:8][C:9]1[CH:10]=[C:11]2[C:15](=[CH:16][CH:17]=1)[N:14]([CH2:23][CH2:22][C:21]([CH3:36])([OH:20])[CH3:35])[CH:13]=[CH:12]2)[C:2]1[CH:3]=[CH:4][CH:5]=[CH:6][CH:7]=1. Given the reactants [CH2:1]([O:8][C:9]1[CH:10]=[C:11]2[C:15](=[CH:16][CH:17]=1)[NH:14][CH:13]=[CH:12]2)[C:2]1[CH:7]=[CH:6][CH:5]=[CH:4][CH:3]=1.[H-].[Na+].[OH:20][C:21]([CH3:36])([CH3:35])[CH2:22][CH2:23]OS(C1C=CC(C)=CC=1)(=O)=O, predict the reaction product. (2) Given the reactants [Br:1][C:2]1[CH:3]=[C:4]2[C:9](=[CH:10][C:11]=1[F:12])[CH:8]1[CH2:13][CH:6]([CH2:7]1)[C:5]2=[N:14]O.S(Cl)(Cl)=[O:17], predict the reaction product. The product is: [Br:1][C:2]1[CH:3]=[C:4]2[C:9]([CH:8]3[CH2:13][CH:6]([NH:14][C:5]2=[O:17])[CH2:7]3)=[CH:10][C:11]=1[F:12]. (3) Given the reactants [K].[Br:2][C:3]1[CH:4]=C(C#N)[C:6]([Cl:13](=O)=O)=[N:7][C:8]=1[C:9]([CH3:12])([CH3:11])[CH3:10].[C:18]([O:21]CC)(=[O:20])[CH3:19], predict the reaction product. The product is: [Br:2][C:3]1[CH:4]=[C:19]([C:18]([OH:21])=[O:20])[C:6]([Cl:13])=[N:7][C:8]=1[C:9]([CH3:11])([CH3:10])[CH3:12].